This data is from Forward reaction prediction with 1.9M reactions from USPTO patents (1976-2016). The task is: Predict the product of the given reaction. (1) The product is: [C:1]1([C:8]2[CH:9]=[CH:10][CH:11]=[CH:12][CH:13]=2)[CH:6]=[CH:5][CH:4]=[C:3]([N:7]2[CH2:15][CH2:16][N:17]([CH2:18][C@@H:19]3[O:24][C:23]4[CH:25]=[CH:26][CH:27]=[CH:28][C:22]=4[O:21][CH2:20]3)[CH2:29][CH2:30]2)[CH:2]=1. Given the reactants [C:1]1([C:8]2[CH:13]=[CH:12][CH:11]=[CH:10][CH:9]=2)[CH:6]=[CH:5][CH:4]=[C:3]([NH2:7])[CH:2]=1.Cl[CH2:15][CH2:16][N:17]([CH2:29][CH2:30]Cl)[CH2:18][C@@H:19]1[O:24][C:23]2[CH:25]=[CH:26][CH:27]=[CH:28][C:22]=2[O:21][CH2:20]1, predict the reaction product. (2) Given the reactants [NH:1]1[CH2:6][CH2:5][CH2:4][CH2:3][CH:2]1[CH2:7][CH2:8][CH2:9][OH:10].C(N(CC)C(C)C)(C)C.[C:20](O[C:20]([O:22][C:23]([CH3:26])([CH3:25])[CH3:24])=[O:21])([O:22][C:23]([CH3:26])([CH3:25])[CH3:24])=[O:21].C(O)(=O)CC(CC(O)=O)(C(O)=O)O, predict the reaction product. The product is: [OH:10][CH2:9][CH2:8][CH2:7][CH:2]1[CH2:3][CH2:4][CH2:5][CH2:6][N:1]1[C:20]([O:22][C:23]([CH3:26])([CH3:25])[CH3:24])=[O:21]. (3) Given the reactants [C:1]([C:3]1[CH:8]=[CH:7][C:6]([N:9]=[C:10]=[O:11])=[CH:5][CH:4]=1)#[N:2].[C:12]1([NH2:19])[CH:17]=[CH:16][CH:15]=[CH:14][C:13]=1[NH2:18].Br[CH:21]([C:23]1[CH:31]=[CH:30][C:26]([C:27]([OH:29])=[O:28])=[CH:25][CH:24]=1)[CH3:22].C(=O)([O-])[O-].[K+].[K+], predict the reaction product. The product is: [C:27]([C:26]1[CH:30]=[CH:31][C:23]([CH:21]([NH:18][C:13]2[CH:14]=[CH:15][CH:16]=[CH:17][C:12]=2[NH:19][C:10](=[O:11])[NH:9][C:6]2[CH:5]=[CH:4][C:3]([C:1]#[N:2])=[CH:8][CH:7]=2)[CH3:22])=[CH:24][CH:25]=1)([OH:29])=[O:28].